Dataset: Catalyst prediction with 721,799 reactions and 888 catalyst types from USPTO. Task: Predict which catalyst facilitates the given reaction. (1) Reactant: C[N:2]1[CH:7]=[C:6]([C:8](O)=O)[C:5](C(OC)=O)=[C:4](Cl)[C:3]1=O.[N:17]1C=CC(B(O)O)=[CH:19][CH:18]=1.[C:26]([O-])([O-])=O.[Cs+].[Cs+].CO[CH2:34][CH2:35]OC.O. Product: [C:18]([CH2:19][C:3]1[CH:4]=[CH:5][C:6]2[C:7](=[CH:26][CH:34]=[CH:35][CH:8]=2)[N:2]=1)#[N:17]. The catalyst class is: 140. (2) Reactant: [N:1]1[CH:6]=[CH:5][C:4]([N:7]2[CH2:16][CH2:15][CH:10]([C:11](OC)=[O:12])[CH2:9][CH2:8]2)=[CH:3][CH:2]=1.[H-].[Al+3].[Li+].[H-].[H-].[H-].[OH-].[Na+].C(C(C(C([O-])=O)O)O)([O-])=O.[Na+].[Na+].C(C(C(C([O-])=O)O)O)([O-])=O.[K+].[K+]. Product: [N:1]1[CH:6]=[CH:5][C:4]([N:7]2[CH2:8][CH2:9][CH:10]([CH2:11][OH:12])[CH2:15][CH2:16]2)=[CH:3][CH:2]=1. The catalyst class is: 253. (3) Reactant: C[O:2][C:3]1[CH:4]=[C:5]([CH2:13][CH2:14][C:15]2[CH:20]=[CH:19][C:18]([NH:21][C:22]3[CH:30]=[CH:29][CH:28]=[CH:27][C:23]=3[C:24]([OH:26])=[O:25])=[CH:17][CH:16]=2)[CH:6]=[C:7]([O:11]C)[C:8]=1[O:9]C.B(Br)(Br)Br. Product: [OH:2][C:3]1[CH:4]=[C:5]([CH2:13][CH2:14][C:15]2[CH:16]=[CH:17][C:18]([NH:21][C:22]3[CH:30]=[CH:29][CH:28]=[CH:27][C:23]=3[C:24]([OH:26])=[O:25])=[CH:19][CH:20]=2)[CH:6]=[C:7]([OH:11])[C:8]=1[OH:9]. The catalyst class is: 2. (4) Reactant: [C:1]([OH:10])(=[O:9])[C:2]1[C:3](=[CH:5][CH:6]=[CH:7][CH:8]=1)[OH:4].O.[OH-].[Li+:13].O. Product: [C:1]([O-:10])(=[O:9])[C:2]1[C:3](=[CH:5][CH:6]=[CH:7][CH:8]=1)[OH:4].[Li+:13]. The catalyst class is: 41.